From a dataset of Full USPTO retrosynthesis dataset with 1.9M reactions from patents (1976-2016). Predict the reactants needed to synthesize the given product. (1) Given the product [CH2:12]([O:11][C:1](=[O:10])[C@H:2]([O:3][CH:30]1[CH2:29][CH2:28][CH2:27][CH2:26][O:21]1)[C:4]1[CH:9]=[CH:8][CH:7]=[CH:6][CH:5]=1)[CH3:13], predict the reactants needed to synthesize it. The reactants are: [C:1]([O:11][CH2:12][CH3:13])(=[O:10])[C@@H:2]([C:4]1[CH:9]=[CH:8][CH:7]=[CH:6][CH:5]=1)[OH:3].[C:28]1(C)[CH:29]=[CH:30]C(S([O-])(=[O:21])=[O:21])=[CH:26][CH:27]=1.[NH+]1[CH:30]=[CH:29][CH:28]=[CH:27][CH:26]=1. (2) Given the product [CH:32]1([NH:38][C:3]([C:4]2[CH:22]=[C:21]([C:12]3[CH:13]=[C:14]([C:17]([F:20])([F:19])[F:18])[CH:15]=[CH:16][C:11]=3[C:10]([F:26])([F:25])[F:9])[N:31]([CH2:30][CH:27]3[CH2:29][CH2:28]3)[C:5]=2[CH3:6])=[O:2])[CH2:37][CH2:36][CH2:35][CH2:34][CH2:33]1, predict the reactants needed to synthesize it. The reactants are: C[O:2][C:3](=O)[CH2:4][C:5](=O)[CH3:6].[F:9][C:10]([F:26])([F:25])[C:11]1[CH:16]=[CH:15][C:14]([C:17]([F:20])([F:19])[F:18])=[CH:13][C:12]=1[C:21](=O)[CH2:22]Br.[CH:27]1([CH2:30][NH2:31])[CH2:29][CH2:28]1.[CH:32]1([NH2:38])[CH2:37][CH2:36][CH2:35][CH2:34][CH2:33]1. (3) Given the product [CH3:28][O:29][C:30]([C:2]1[CH:3]=[CH:4][C:5]2[O:14][CH2:13][CH2:12][C:11]3[CH:10]=[C:9]([C:15]4[N:19]([CH:20]([CH3:22])[CH3:21])[N:18]=[CH:17][N:16]=4)[S:8][C:7]=3[C:6]=2[CH:23]=1)=[O:25], predict the reactants needed to synthesize it. The reactants are: Br[C:2]1[CH:3]=[CH:4][C:5]2[O:14][CH2:13][CH2:12][C:11]3[CH:10]=[C:9]([C:15]4[N:19]([CH:20]([CH3:22])[CH3:21])[N:18]=[CH:17][N:16]=4)[S:8][C:7]=3[C:6]=2[CH:23]=1.C[OH:25].C1[CH2:30][O:29][CH2:28]C1.N12CCCN=C1CCCCC2.